Dataset: Full USPTO retrosynthesis dataset with 1.9M reactions from patents (1976-2016). Task: Predict the reactants needed to synthesize the given product. The reactants are: C1(C([CH:9]2[CH2:15][C@H:14]3[C:16]4([O:20][CH2:19][CH2:18][O:17]4)[C@H:11]([CH2:12][CH2:13]3)[CH2:10]2)=O)C=CC=CC=1.CC(C)([O-:24])C.[K+].C(O)(C)(C)C.O=O. Given the product [O:17]1[CH2:18][CH2:19][O:20][C:16]21[C@H:14]1[CH2:13][CH2:12][C@@H:11]2[CH2:10][C:9](=[O:24])[CH2:15]1, predict the reactants needed to synthesize it.